The task is: Binary Classification. Given a miRNA mature sequence and a target amino acid sequence, predict their likelihood of interaction.. This data is from Experimentally validated miRNA-target interactions with 360,000+ pairs, plus equal number of negative samples. (1) The protein sequence of the target gene is MAPKQDPKPKFQEGERVLCFHGPLLYEAKCVKVAIKDKQVKYFIHYSGWNKKSAVRPRRSEKSLKTHEDIVALFPVPEGAPSVHHPLLTSSWDEWVPESRVLKYVDTNLQKQRELQKANQEQYAEGKMRGAAPGKKTSGLQQKNVEVKTKKNKQKTPGNGDGGSTSETPQPPRKKRARVDPTVENEETFMNRVEVKVKIPEELKPWLVDDWDLITRQKQLFYLPAKKNVDSILEDYANYKKSRGNTDNKEYAVNEVVAGIKEYFNVMLGTQLLYKFERPQYAEILADHPDAPMSQVYGAP.... Result: 1 (interaction). The miRNA is hsa-miR-340-5p with sequence UUAUAAAGCAAUGAGACUGAUU. (2) The miRNA is mmu-miR-199b-3p with sequence ACAGUAGUCUGCACAUUGGUUA. The protein sequence of the target gene is MTDQENNNNISSNPFAALFGSLADAKQFAAIQKEQLKQQSDELPASPDDSDNSVSESLDEFDYSVSEISRSFRTHQEMCEQLNINHMIQRIFLITLDNSDPSLKSGNGIPSRCVYLEEMAVELEDQDWLDMSNVEQAIFARLLLQDPGNHLISMTSSTTLNLSADRDAGERHIFCYLYSCFQRAKEEITKVPENLLPFAVQCRNLTVSNTRTVLLTPEIYVDQNIHEQLVDLMLEAIQGAHFEDVTEFLEEVIEALLLDEEVRTFPEVMIPVFDILLSRIKDLELCQILLYAYLDILLYF.... Result: 0 (no interaction). (3) The miRNA is mmu-miR-878-5p with sequence UAUCUAGUUGGAUGUCAAGACA. The protein sequence of the target gene is MGVNQSVGFPPVTGPHLVGCGDVMEGQNLQGSFFRLFYPCQKAEETMEQPLWIPRYEYCTGLAEYLQFNKRCGGLLFNLAVGSCRLPVSWNGPFKTKDSGYPLIIFSHGLGAFRTLYSAFCMELASRGFVVAVPEHRDRSAATTYFCKQAPEENQPTNESLQEEWIPFRRVEEGEKEFHVRNPQVHQRVSECLRVLKILQEVTAGQTVFNILPGGLDLMTLKGNIDMSRVAVMGHSFGGATAILALAKETQFRCAVALDAWMFPLERDFYPKARGPVFFINTEKFQTMESVNLMKKICAQ.... Result: 0 (no interaction). (4) The miRNA is hsa-miR-548ad-5p with sequence AAAAGUAAUUGUGGUUUUUG. The protein sequence of the target gene is MSSSCSGLSRVLVAVATALVSASSPCPQAWGPPGVQYGQPGRSVKLCCPGVTAGDPVSWFRDGEPKLLQGPDSGLGHELVLAQADSTDEGTYICQTLDGALGGTVTLQLGYPPARPVVSCQAADYENFSCTWSPSQISGLPTRYLTSYRKKTVLGADSQRRSPSTGPWPCPQDPLGAARCVVHGAEFWSQYRINVTEVNPLGASTRLLDVSLQSILRPDPPQGLRVESVPGYPRRLRASWTYPASWPCQPHFLLKFRLQYRPAQHPAWSTVEPAGLEEVITDAVAGLPHAVRVSARDFLD.... Result: 0 (no interaction). (5) The miRNA is mmu-miR-6356 with sequence UCCCCAGAGUCCUAACAAUGA. The protein sequence of the target gene is MATVEPETTPTPNPPTTEEEKTESNQEVANPEHYIKHPLQNRWALWFFKNDKSKTWQANLRLISKFDTVEDFWALYNHIQLSSNLMPGCDYSLFKDGIEPMWEDEKNKRGGRWLITLNKQQRRSDLDRFWLETLLCLIGESFDDYSDDVCGAVVNVRAKGDKIAIWTTECENREAVTHIGRVYKERLGLPPKIVIGYQSHADTATKSGSTTKNRFVV. Result: 0 (no interaction). (6) The miRNA is hsa-miR-1228-3p with sequence UCACACCUGCCUCGCCCCCC. The protein sequence of the target gene is MANEDCPKAADSPFSSDKHAQLILAQINKMRNGQHFCDVQLQVGQESFKAHRLVLAASSPYFAALFTGGMKESSKDVVPILGIEAGIFQILLDFIYTGIVNIGVNNVQELIIAADMLQLTEVVHLCCEFLKGQIDPLNCIGIFQFSEQIACHDLLEFSENYIHVHFLEVHSGEEFLALTKDQLIKILRSEELSIEDEYQVFLAAMQWILKDLGKRRKHVVEVLDPIRFPLLPPQRLLKYIEGVSDFNLRVALQTLLKEYCEVCKSPKENKFCSFLQTSKVRPRKKARKYLYAVGGYTRLQ.... Result: 1 (interaction). (7) The miRNA is hsa-miR-362-3p with sequence AACACACCUAUUCAAGGAUUCA. The protein sequence of the target gene is MKLEASCGTATSEVPKPEKKTARDAEPSSETRPQEVEAEPRSGSGPEAEAEPLDFVVATEREFEEVLAISGGIYGGLDYLPSRYHSWLRDPDRTVVLAKRNGGVIALESVNVIDAGETVLVEGLRVAPWERGKGVAGLLQRFCSQLVKRQHPGVKVARLTRDDQLGPRELKKYRLITKQGILLVRFNASALLAGLGARLAALRTSGTFSPLPTEAVSEAGGDVARLLLSPSVQRDVLPGGTIIQDWQPYRPSESNLRLLAAKGLEWRVDSRARPRVLTLCTRPFPIPHGGDGTWRYLNID.... Result: 1 (interaction).